From a dataset of Full USPTO retrosynthesis dataset with 1.9M reactions from patents (1976-2016). Predict the reactants needed to synthesize the given product. (1) Given the product [C:7]([O:9][CH3:10])(=[O:8])[C:4]1[CH:5]=[CH:6][C:1]([C:11]([O:13][CH3:14])=[O:12])=[CH:2][CH:3]=1, predict the reactants needed to synthesize it. The reactants are: [CH:1]1([C:11]([O:13][CH3:14])=[O:12])[CH2:6][CH2:5][CH:4]([C:7]([O:9][CH3:10])=[O:8])[CH:3]=[CH:2]1. (2) Given the product [Cl:1][C:2]1[CH:3]=[C:4]([CH:7]=[CH:8][C:9]=1[F:11])[C:5]#[N:6], predict the reactants needed to synthesize it. The reactants are: [Cl:1][C:2]1[CH:3]=[C:4]([CH:7]=[CH:8][C:9]=1Cl)[C:5]#[N:6].[F-:11].[K+]. (3) Given the product [CH3:15][NH:16][C:2]1[C:7]([C:8]([O:10][CH2:11][CH3:12])=[O:9])=[CH:6][N:5]=[C:4]([S:13][CH3:14])[N:3]=1, predict the reactants needed to synthesize it. The reactants are: Cl[C:2]1[C:7]([C:8]([O:10][CH2:11][CH3:12])=[O:9])=[CH:6][N:5]=[C:4]([S:13][CH3:14])[N:3]=1.[CH3:15][NH2:16]. (4) Given the product [OH:34][C@@H:32]([C:27]1[CH:28]=[CH:29][CH:30]=[CH:31][C:26]=1[C:9]1[S:8][C:7]2[CH:24]=[C:3]([O:2][CH3:1])[CH:4]=[CH:5][C:6]=2[C:10]=1[O:11][C:12]1[CH:17]=[CH:16][C:15](/[CH:18]=[CH:19]/[C:20]([O:22][CH3:23])=[O:21])=[CH:14][CH:13]=1)[CH3:33], predict the reactants needed to synthesize it. The reactants are: [CH3:1][O:2][C:3]1[CH:4]=[CH:5][C:6]2[C:10]([O:11][C:12]3[CH:17]=[CH:16][C:15](/[CH:18]=[CH:19]/[C:20]([O:22][CH3:23])=[O:21])=[CH:14][CH:13]=3)=[CH:9][S:8][C:7]=2[CH:24]=1.Br[C:26]1[CH:31]=[CH:30][CH:29]=[CH:28][C:27]=1[C@H:32]([OH:34])[CH3:33].CC(C)(C)C(O)=O.C(=O)([O-])[O-].[K+].[K+]. (5) Given the product [ClH:22].[F:15][C:16]1[CH:26]=[CH:25][CH:24]=[CH:23][C:17]=1/[CH:18]=[CH:19]/[C:20]1[N:7]([C:2]2[CH:3]=[CH:4][CH:5]=[CH:6][N:1]=2)[C:8]2[CH:13]=[CH:12][CH:11]=[CH:10][C:9]=2[N:14]=1, predict the reactants needed to synthesize it. The reactants are: [N:1]1[CH:6]=[CH:5][CH:4]=[CH:3][C:2]=1[NH:7][C:8]1[CH:13]=[CH:12][CH:11]=[CH:10][C:9]=1[NH2:14].[F:15][C:16]1[CH:26]=[CH:25][CH:24]=[CH:23][C:17]=1/[CH:18]=[CH:19]/[C:20]([Cl:22])=O.N1C=CC=CC=1N1C2C=CC=CC=2N=C1/C=C/C1C=CC=CC=1.Cl. (6) Given the product [NH2:11][CH2:12][CH2:13][C:14]1[CH:15]=[CH:16][C:17]([C:20]2[CH:25]=[CH:24][C:23]([C:26]([O:28][CH3:29])=[O:27])=[CH:22][C:21]=2[CH3:30])=[CH:18][CH:19]=1, predict the reactants needed to synthesize it. The reactants are: C(OC([NH:11][CH2:12][CH2:13][C:14]1[CH:19]=[CH:18][C:17]([C:20]2[CH:25]=[CH:24][C:23]([C:26]([O:28][CH3:29])=[O:27])=[CH:22][C:21]=2[CH3:30])=[CH:16][CH:15]=1)=O)C1C=CC=CC=1.C([O-])=O.[NH4+].